From a dataset of Forward reaction prediction with 1.9M reactions from USPTO patents (1976-2016). Predict the product of the given reaction. (1) Given the reactants [C:1]([C:5]1[CH:10]=[CH:9][C:8]([NH:11][C:12](=[O:22])[NH:13][C@H:14]([CH2:20][CH3:21])[CH2:15][C:16](OC)=[O:17])=[CH:7][CH:6]=1)([CH3:4])([CH3:3])[CH3:2].[Li+].[BH4-].O, predict the reaction product. The product is: [C:1]([C:5]1[CH:10]=[CH:9][C:8]([NH:11][C:12]([NH:13][C@H:14]([CH2:20][CH3:21])[CH2:15][CH2:16][OH:17])=[O:22])=[CH:7][CH:6]=1)([CH3:4])([CH3:3])[CH3:2]. (2) Given the reactants [NH2:1][C:2]1[N:6]([C:7]2[CH:12]=[CH:11][C:10]([C:13]([F:16])([F:15])[F:14])=[CH:9][C:8]=2[Cl:17])[N:5]=[C:4]([C:18]#[N:19])[C:3]=1[S:20][CH3:21].[OH:22]O, predict the reaction product. The product is: [NH2:1][C:2]1[N:6]([C:7]2[CH:12]=[CH:11][C:10]([C:13]([F:14])([F:16])[F:15])=[CH:9][C:8]=2[Cl:17])[N:5]=[C:4]([C:18]#[N:19])[C:3]=1[S:20]([CH3:21])=[O:22]. (3) The product is: [Cl:1][C:2]1[C:3]2[N:10]([CH2:12][CH2:13][O:14][CH3:15])[CH:9]=[CH:8][C:4]=2[N:5]=[CH:6][N:7]=1. Given the reactants [Cl:1][C:2]1[C:3]2[NH:10][CH:9]=[CH:8][C:4]=2[N:5]=[CH:6][N:7]=1.Br[CH2:12][CH2:13][O:14][CH3:15].C(=O)([O-])[O-].[Cs+].[Cs+].CN(C)C=O, predict the reaction product. (4) The product is: [O:4]1[C:8]2=[C:9]([N:13]3[CH2:18][CH2:17][N:16]([CH2:19][CH2:20][C@H:21]4[CH2:26][CH2:25][C@H:24]([NH:27][C:33](=[O:34])[CH2:32][CH2:31][C:30]([N:29]([CH3:37])[CH3:28])=[O:36])[CH2:23][CH2:22]4)[CH2:15][CH2:14]3)[N:10]=[CH:11][CH:12]=[C:7]2[CH2:6][CH2:5]1. Given the reactants Cl.Cl.Cl.[O:4]1[C:8]2=[C:9]([N:13]3[CH2:18][CH2:17][N:16]([CH2:19][CH2:20][C@H:21]4[CH2:26][CH2:25][C@H:24]([NH2:27])[CH2:23][CH2:22]4)[CH2:15][CH2:14]3)[N:10]=[CH:11][CH:12]=[C:7]2[CH2:6][CH2:5]1.[CH3:28][N:29]([CH3:37])[C:30](=[O:36])[CH2:31][CH2:32][C:33](O)=[O:34], predict the reaction product. (5) Given the reactants [C:1]([C:3]1[C:8](Cl)=[N:7][CH:6]=[CH:5][N:4]=1)#[N:2].O.Cl.[NH:12]1[CH2:17][CH2:16][C:15](=[O:18])[CH2:14][CH2:13]1, predict the reaction product. The product is: [C:1]([C:3]1[C:8]([N:12]2[CH2:17][CH2:16][C:15](=[O:18])[CH2:14][CH2:13]2)=[N:7][CH:6]=[CH:5][N:4]=1)#[N:2]. (6) Given the reactants C(OC(=O)[NH:7][CH2:8][CH2:9][C:10]1[CH:19]=[CH:18][C:17]2[CH2:16][CH2:15][CH2:14][NH:13][C:12]=2[N:11]=1)(C)(C)C.[ClH:21], predict the reaction product. The product is: [ClH:21].[ClH:21].[N:11]1[C:12]2[NH:13][CH2:14][CH2:15][CH2:16][C:17]=2[CH:18]=[CH:19][C:10]=1[CH2:9][CH2:8][NH2:7]. (7) Given the reactants Cl[C:2]1[N:3]([C:15]2[CH:20]=[CH:19][CH:18]=[CH:17][C:16]=2[Cl:21])[C:4](=[O:14])[C:5]2[C:6]([N:13]=1)=[N:7][C:8]([S:11][CH3:12])=[N:9][CH:10]=2.[C:22]([NH:25][NH2:26])(=O)[CH3:23], predict the reaction product. The product is: [Cl:21][C:16]1[CH:17]=[CH:18][CH:19]=[CH:20][C:15]=1[N:3]1[C:4](=[O:14])[C:5]2[C:6](=[N:7][C:8]([S:11][CH3:12])=[N:9][CH:10]=2)[N:13]2[C:22]([CH3:23])=[N:25][N:26]=[C:2]12. (8) Given the reactants [F:1][C:2]1[CH:3]=[CH:4][C:5]([O:29][CH3:30])=[C:6]([C:8]([CH3:28])([CH3:27])[CH2:9][C:10]([OH:26])([C:22]([F:25])([F:24])[F:23])[CH2:11][NH:12][C:13]2[CH:21]=[CH:20][CH:19]=[CH:18][C:14]=2[C:15]([NH2:17])=[O:16])[CH:7]=1.F[C:32](F)(F)C(O)=O, predict the reaction product. The product is: [F:1][C:2]1[CH:3]=[CH:4][C:5]([O:29][CH3:30])=[C:6]([C:8]([CH3:27])([CH3:28])[CH2:9][C:10]([OH:26])([C:22]([F:25])([F:23])[F:24])[CH2:11][N:12]2[C:13]3[C:14](=[CH:18][CH:19]=[CH:20][CH:21]=3)[C:15](=[O:16])[N:17]=[CH:32]2)[CH:7]=1.